This data is from Full USPTO retrosynthesis dataset with 1.9M reactions from patents (1976-2016). The task is: Predict the reactants needed to synthesize the given product. Given the product [CH2:1]([N:8]1[CH:12]=[C:11]([C:13]([NH2:23])=[O:15])[N:10]=[N:9]1)[C:2]1[CH:3]=[CH:4][CH:5]=[CH:6][CH:7]=1, predict the reactants needed to synthesize it. The reactants are: [CH2:1]([N:8]1[CH:12]=[C:11]([C:13]([OH:15])=O)[N:10]=[N:9]1)[C:2]1[CH:7]=[CH:6][CH:5]=[CH:4][CH:3]=1.Cl.O1CCC(C[NH2:23])C1.C(N(CC)CC)C.ON1C2C=CC=CC=2N=N1.Cl.C(N=C=NCCCN(C)C)C.